From a dataset of Full USPTO retrosynthesis dataset with 1.9M reactions from patents (1976-2016). Predict the reactants needed to synthesize the given product. (1) Given the product [CH3:13][O:12][C:9]1[CH:10]=[C:11]2[C:6](=[CH:7][C:8]=1[O:14][CH3:15])[N:5]=[CH:4][CH:3]=[C:2]2[O:19][C:18]1[CH:20]=[CH:21][CH:22]=[CH:23][C:17]=1[C:16]([O:25][CH2:26][CH2:27][CH:28]([CH3:29])[CH3:30])=[O:24], predict the reactants needed to synthesize it. The reactants are: Cl[C:2]1[C:11]2[C:6](=[CH:7][C:8]([O:14][CH3:15])=[C:9]([O:12][CH3:13])[CH:10]=2)[N:5]=[CH:4][CH:3]=1.[C:16]([O:25][CH2:26][CH2:27][CH:28]([CH3:30])[CH3:29])(=[O:24])[C:17]1[C:18](=[CH:20][CH:21]=[CH:22][CH:23]=1)[OH:19]. (2) Given the product [CH2:38]([NH:30][CH:27]1[CH2:28][CH2:29][CH:24]([O:23][C:14]2[C:13]3[C:12]4[C@@H:11]([CH2:10][C@H:9]([OH:8])[C:40]([NH2:41])=[O:42])[CH2:22][CH2:21][C:20]=4[S:19][C:18]=3[N:17]=[CH:16][N:15]=2)[CH2:25][CH2:26]1)[CH3:39], predict the reactants needed to synthesize it. The reactants are: [Si]([O:8][C@H:9]([C:40](=[O:42])[NH2:41])[CH2:10][C@H:11]1[CH2:22][CH2:21][C:20]2[S:19][C:18]3[N:17]=[CH:16][N:15]=[C:14]([O:23][CH:24]4[CH2:29][CH2:28][CH:27]([N:30]([CH2:38][CH3:39])C(=O)OC(C)(C)C)[CH2:26][CH2:25]4)[C:13]=3[C:12]1=2)(C(C)(C)C)(C)C.Cl.O.CC#N. (3) Given the product [N:17]1[CH:18]=[CH:19][CH:20]=[CH:21][C:16]=1[C:14]([C:12]1[N:13]=[C:8]([P:7](=[O:34])([C:1]2[CH:2]=[CH:3][CH:4]=[CH:5][CH:6]=2)[C:28]2[CH:29]=[CH:30][CH:31]=[CH:32][CH:33]=2)[CH:9]=[CH:10][CH:11]=1)([C:22]1[CH:27]=[CH:26][CH:25]=[CH:24][N:23]=1)[CH3:15], predict the reactants needed to synthesize it. The reactants are: [C:1]1([P:7]([C:28]2[CH:33]=[CH:32][CH:31]=[CH:30][CH:29]=2)[C:8]2[N:13]=[C:12]([C:14]([C:22]3[CH:27]=[CH:26][CH:25]=[CH:24][N:23]=3)([C:16]3[CH:21]=[CH:20][CH:19]=[CH:18][N:17]=3)[CH3:15])[CH:11]=[CH:10][CH:9]=2)[CH:6]=[CH:5][CH:4]=[CH:3][CH:2]=1.[OH:34]O. (4) Given the product [F:55][C:54]([F:57])([F:56])[C:52]([OH:58])=[O:53].[Cl:1][C:2]1[CH:3]=[CH:4][C:5]([N:43]2[CH:47]=[C:46]([C:48]([F:50])([F:49])[F:51])[N:45]=[N:44]2)=[C:6]([C:8]2[N:9]=[CH:10][N:11]([C@@H:15]3[C:31]4[CH:32]=[C:27]([CH:28]=[CH:29][N:30]=4)[C:26]4[NH:25][N:24]=[CH:23][C:22]=4[NH:21][C:20](=[O:41])[C@H:19]([CH3:42])[CH2:18][CH2:17][CH2:16]3)[C:12](=[O:14])[CH:13]=2)[CH:7]=1, predict the reactants needed to synthesize it. The reactants are: [Cl:1][C:2]1[CH:3]=[CH:4][C:5]([N:43]2[CH:47]=[C:46]([C:48]([F:51])([F:50])[F:49])[N:45]=[N:44]2)=[C:6]([C:8]2[N:9]=[CH:10][N:11]([C@@H:15]3[C:31]4[CH:32]=[C:27]([CH:28]=[CH:29][N:30]=4)[C:26]4[N:25](COCC[Si](C)(C)C)[N:24]=[CH:23][C:22]=4[NH:21][C:20](=[O:41])[C@H:19]([CH3:42])[CH2:18][CH2:17][CH2:16]3)[C:12](=[O:14])[CH:13]=2)[CH:7]=1.[C:52]([OH:58])([C:54]([F:57])([F:56])[F:55])=[O:53]. (5) Given the product [C:1]([C:3]1[CH:12]=[CH:11][C:10]2[C:5](=[CH:6][CH:7]=[CH:8][CH:9]=2)[C:4]=1[CH2:13][O:14][S:16]([CH3:15])(=[O:18])=[O:17])#[CH:2], predict the reactants needed to synthesize it. The reactants are: [C:1]([C:3]1[CH:12]=[CH:11][C:10]2[C:5](=[CH:6][CH:7]=[CH:8][CH:9]=2)[C:4]=1[CH2:13][OH:14])#[CH:2].[CH3:15][S:16](Cl)(=[O:18])=[O:17]. (6) Given the product [CH:32]1([CH2:31][CH:30]([N:4]2[C:3](=[O:15])[CH:2]=[C:7]([O:16][C:17]3[CH:18]=[CH:19][CH:20]=[C:21]4[C:26]=3[N:25]=[CH:24][CH:23]=[CH:22]4)[CH:6]=[N:5]2)[C:29]([OH:28])=[O:38])[CH2:36][CH2:35][CH2:34][CH2:33]1, predict the reactants needed to synthesize it. The reactants are: Cl[C:2]1[C:3](=[O:15])[N:4](C2CCCCO2)[N:5]=[CH:6][C:7]=1Cl.[OH:16][C:17]1[CH:18]=[CH:19][CH:20]=[C:21]2[C:26]=1[N:25]=[CH:24][CH:23]=[CH:22]2.C[O:28][C:29](=[O:38])[CH:30](Br)[CH2:31][CH:32]1[CH2:36][CH2:35][CH2:34][CH2:33]1. (7) Given the product [CH3:24][C:23]1[S:22][C:21]([C:25]2[CH:26]=[CH:27][CH:28]=[CH:29][CH:30]=2)=[N:20][C:19]=1[CH2:18][O:17][C:14]1[CH:13]=[CH:12][C:11]([CH2:10][CH2:9][CH2:8][C@@H:7]([O:6][C:4](=[O:5])[C@:3]([O:39][CH3:40])([C:33]2[CH:38]=[CH:37][CH:36]=[CH:35][CH:34]=2)[C:2]([F:1])([F:42])[F:41])[C:31]([O:45][CH3:44])=[O:46])=[CH:16][CH:15]=1, predict the reactants needed to synthesize it. The reactants are: [F:1][C:2]([F:42])([F:41])[C@@:3]([O:39][CH3:40])([C:33]1[CH:38]=[CH:37][CH:36]=[CH:35][CH:34]=1)[C:4]([O:6][C@@H:7]([C:31]#N)[CH2:8][CH2:9][CH2:10][C:11]1[CH:16]=[CH:15][C:14]([O:17][CH2:18][C:19]2[N:20]=[C:21]([C:25]3[CH:30]=[CH:29][CH:28]=[CH:27][CH:26]=3)[S:22][C:23]=2[CH3:24])=[CH:13][CH:12]=1)=[O:5].Cl.[CH3:44][OH:45].[OH2:46].